Dataset: Reaction yield outcomes from USPTO patents with 853,638 reactions. Task: Predict the reaction yield, written as a fraction of the theoretical maximum amount of product (1.0 means a 100% yield; for example, 0.34 means a 34% yield). (1) The reactants are [CH3:1][C:2]1[NH:3][C:4]2[C:9]([CH:10]=1)=[CH:8][C:7]([O:11][C:12]1[C:21]3[C:16](=[CH:17][C:18]([O:22][CH2:23][CH:24]4[CH2:29][CH2:28][NH:27][CH2:26][CH2:25]4)=[CH:19][CH:20]=3)[N:15]=[CH:14][N:13]=1)=[CH:6][CH:5]=2.[CH3:30][O:31][CH2:32][CH:33]=O. No catalyst specified. The product is [CH3:30][O:31][CH2:32][CH2:33][N:27]1[CH2:28][CH2:29][CH:24]([CH2:23][O:22][C:18]2[CH:17]=[C:16]3[C:21]([C:12]([O:11][C:7]4[CH:8]=[C:9]5[C:4](=[CH:5][CH:6]=4)[NH:3][C:2]([CH3:1])=[CH:10]5)=[N:13][CH:14]=[N:15]3)=[CH:20][CH:19]=2)[CH2:25][CH2:26]1. The yield is 0.460. (2) The reactants are [CH3:1][O:2][C:3]1[CH:20]=[CH:19][C:6]2[NH:7][C:8](=[O:18])[CH2:9][N:10](C(=O)C(F)(F)F)[CH2:11][C:5]=2[C:4]=1[N+:21]([O-:23])=[O:22].N. The catalyst is CO. The product is [CH3:1][O:2][C:3]1[CH:20]=[CH:19][C:6]2[NH:7][C:8](=[O:18])[CH2:9][NH:10][CH2:11][C:5]=2[C:4]=1[N+:21]([O-:23])=[O:22]. The yield is 0.900.